Dataset: Reaction yield outcomes from USPTO patents with 853,638 reactions. Task: Predict the reaction yield, written as a fraction of the theoretical maximum amount of product (1.0 means a 100% yield; for example, 0.34 means a 34% yield). (1) The reactants are [CH:1]1[CH2:6][CH2:5][CH:4]=[CH:3][CH:2]=1.[C:7]1([S:13](/[CH:16]=[CH:17]/[S:18]([C:21]2[CH:26]=[CH:25][CH:24]=[CH:23][CH:22]=2)(=[O:20])=[O:19])(=[O:15])=[O:14])[CH:12]=[CH:11][CH:10]=[CH:9][CH:8]=1. The catalyst is C1(C)C=CC=CC=1. The product is [C:7]1([S:13]([CH:16]2[CH:17]([S:18]([C:21]3[CH:22]=[CH:23][CH:24]=[CH:25][CH:26]=3)(=[O:20])=[O:19])[CH:3]3[CH2:4][CH2:5][CH:6]2[CH:1]=[CH:2]3)(=[O:14])=[O:15])[CH:8]=[CH:9][CH:10]=[CH:11][CH:12]=1. The yield is 0.900. (2) The yield is 0.600. The catalyst is Cl[Pd](Cl)([P](C1C=CC=CC=1)(C1C=CC=CC=1)C1C=CC=CC=1)[P](C1C=CC=CC=1)(C1C=CC=CC=1)C1C=CC=CC=1. The product is [Br:1][C:2]1[CH:3]=[C:4]2[C:9](=[CH:10][CH:11]=1)[N:8]=[CH:7][N:6]=[C:5]2[C:20]1[CH:21]=[CH:22][C:14]([CH3:13])=[C:15]([CH:19]=1)[C:16]([OH:18])=[O:17]. The reactants are [Br:1][C:2]1[CH:3]=[C:4]2[C:9](=[CH:10][CH:11]=1)[N:8]=[CH:7][N:6]=[C:5]2Cl.[CH3:13][C:14]1[CH:22]=[CH:21][C:20](B2OC(C)(C)C(C)(C)O2)=[CH:19][C:15]=1[C:16]([OH:18])=[O:17].[O-]P([O-])([O-])=O.[K+].[K+].[K+]. (3) The reactants are [CH3:1][O:2][C:3]1[CH:13]=[CH:12][C:6]2[NH:7][C:8](=[O:11])[CH2:9][O:10][C:5]=2[CH:4]=1.[N+:14]([O-])([OH:16])=[O:15]. The catalyst is CC(O)=O. The product is [CH3:1][O:2][C:3]1[C:13]([N+:14]([O-:16])=[O:15])=[CH:12][C:6]2[NH:7][C:8](=[O:11])[CH2:9][O:10][C:5]=2[CH:4]=1. The yield is 0.590. (4) The reactants are [N:1]1[C:5]2[CH:6]=[CH:7][CH:8]=[CH:9][C:4]=2[NH:3][CH:2]=1.C(=O)([O-])[O-].[Cs+].[Cs+].I[C:17]1[CH:22]=[CH:21][CH:20]=[CH:19][CH:18]=1.N1C2C(=CC=C3C=2N=CC=C3)C=CC=1. The catalyst is [Cu]I.CCCCCC.CN(C)C=O. The product is [C:17]1([N:1]2[C:5]3[CH:6]=[CH:7][CH:8]=[CH:9][C:4]=3[N:3]=[CH:2]2)[CH:22]=[CH:21][CH:20]=[CH:19][CH:18]=1. The yield is 0.450. (5) The reactants are [CH3:1][C:2]1([CH3:14])[CH2:6][C:5](=[O:7])[C:4]([C:8]2[N:12]([CH3:13])[N:11]=[CH:10][CH:9]=2)=[CH:3]1. The catalyst is C(O)C.[C].[Pd]. The product is [CH3:1][C:2]1([CH3:14])[CH2:6][C:5](=[O:7])[CH:4]([C:8]2[N:12]([CH3:13])[N:11]=[CH:10][CH:9]=2)[CH2:3]1. The yield is 0.950. (6) The reactants are [C:1]([C:5]1[O:9][N:8]=[C:7]([NH:10][C:11]([NH:13][C:14]2[CH:19]=[CH:18][CH:17]=[C:16]([O:20][C:21]3[C:30]4[C:25](=[CH:26][C:27]([OH:31])=[CH:28][CH:29]=4)[N:24]=[CH:23][N:22]=3)[CH:15]=2)=[O:12])[CH:6]=1)([CH3:4])([CH3:3])[CH3:2].C(=O)([O-])[O-].[Cs+].[Cs+].Br[CH2:39][CH2:40][O:41][CH3:42]. The catalyst is CN(C=O)C. The product is [C:1]([C:5]1[O:9][N:8]=[C:7]([NH:10][C:11]([NH:13][C:14]2[CH:19]=[CH:18][CH:17]=[C:16]([O:20][C:21]3[C:30]4[C:25](=[CH:26][C:27]([O:31][CH2:39][CH2:40][O:41][CH3:42])=[CH:28][CH:29]=4)[N:24]=[CH:23][N:22]=3)[CH:15]=2)=[O:12])[CH:6]=1)([CH3:4])([CH3:2])[CH3:3]. The yield is 0.150.